Dataset: Peptide-MHC class I binding affinity with 185,985 pairs from IEDB/IMGT. Task: Regression. Given a peptide amino acid sequence and an MHC pseudo amino acid sequence, predict their binding affinity value. This is MHC class I binding data. (1) The MHC is HLA-A03:01 with pseudo-sequence HLA-A03:01. The peptide sequence is TTHSKGATK. The binding affinity (normalized) is 0.462. (2) The peptide sequence is QLVESGGGL. The MHC is HLA-A23:01 with pseudo-sequence HLA-A23:01. The binding affinity (normalized) is 0. (3) The peptide sequence is ISLEAGQRF. The MHC is HLA-B35:01 with pseudo-sequence HLA-B35:01. The binding affinity (normalized) is 0.453.